Dataset: CYP2D6 inhibition data for predicting drug metabolism from PubChem BioAssay. Task: Regression/Classification. Given a drug SMILES string, predict its absorption, distribution, metabolism, or excretion properties. Task type varies by dataset: regression for continuous measurements (e.g., permeability, clearance, half-life) or binary classification for categorical outcomes (e.g., BBB penetration, CYP inhibition). Dataset: cyp2d6_veith. (1) The molecule is Cc1cc(C)n(-c2ccc(Cl)c(C(=O)O)n2)n1. The result is 0 (non-inhibitor). (2) The drug is Cc1ccc(CS(=O)(=O)CCC(=O)N2CCOCC2)cc1. The result is 0 (non-inhibitor).